From a dataset of NCI-60 drug combinations with 297,098 pairs across 59 cell lines. Regression. Given two drug SMILES strings and cell line genomic features, predict the synergy score measuring deviation from expected non-interaction effect. (1) Drug 2: C#CCC(CC1=CN=C2C(=N1)C(=NC(=N2)N)N)C3=CC=C(C=C3)C(=O)NC(CCC(=O)O)C(=O)O. Synergy scores: CSS=5.15, Synergy_ZIP=-0.649, Synergy_Bliss=0.912, Synergy_Loewe=-14.9, Synergy_HSA=0.972. Drug 1: CNC(=O)C1=CC=CC=C1SC2=CC3=C(C=C2)C(=NN3)C=CC4=CC=CC=N4. Cell line: UACC62. (2) Drug 1: C1C(C(OC1N2C=C(C(=O)NC2=O)F)CO)O. Drug 2: COC1=NC(=NC2=C1N=CN2C3C(C(C(O3)CO)O)O)N. Cell line: NCI-H322M. Synergy scores: CSS=-8.76, Synergy_ZIP=3.66, Synergy_Bliss=1.40, Synergy_Loewe=-8.09, Synergy_HSA=-8.03. (3) Drug 1: CN1CCC(CC1)COC2=C(C=C3C(=C2)N=CN=C3NC4=C(C=C(C=C4)Br)F)OC. Drug 2: CC1CCCC2(C(O2)CC(NC(=O)CC(C(C(=O)C(C1O)C)(C)C)O)C(=CC3=CSC(=N3)C)C)C. Cell line: MDA-MB-435. Synergy scores: CSS=18.3, Synergy_ZIP=3.39, Synergy_Bliss=10.9, Synergy_Loewe=-1.10, Synergy_HSA=6.61.